This data is from NCI-60 drug combinations with 297,098 pairs across 59 cell lines. The task is: Regression. Given two drug SMILES strings and cell line genomic features, predict the synergy score measuring deviation from expected non-interaction effect. (1) Drug 1: C1CCC(CC1)NC(=O)N(CCCl)N=O. Drug 2: C1=NC2=C(N=C(N=C2N1C3C(C(C(O3)CO)O)O)F)N. Cell line: NCI-H226. Synergy scores: CSS=9.73, Synergy_ZIP=-0.256, Synergy_Bliss=1.32, Synergy_Loewe=-5.29, Synergy_HSA=-0.934. (2) Drug 1: CCN(CC)CCNC(=O)C1=C(NC(=C1C)C=C2C3=C(C=CC(=C3)F)NC2=O)C. Drug 2: C1C(C(OC1N2C=NC3=C2NC=NCC3O)CO)O. Cell line: SF-268. Synergy scores: CSS=0.137, Synergy_ZIP=0.759, Synergy_Bliss=-0.572, Synergy_Loewe=0.346, Synergy_HSA=-2.84.